Task: Predict the reaction yield, written as a fraction of the theoretical maximum amount of product (1.0 means a 100% yield; for example, 0.34 means a 34% yield).. Dataset: Reaction yield outcomes from USPTO patents with 853,638 reactions (1) The reactants are C(O[C:4]([C:6]1[N:7]=[N:8][C:9]([O:12][CH2:13][C:14]2[C:15]([C:20]3[CH:25]=[CH:24][C:23]([F:26])=[CH:22][CH:21]=3)=[N:16][O:17][C:18]=2[CH3:19])=[CH:10][CH:11]=1)=[O:5])C.[NH2:27][CH:28]1[CH2:33][CH2:32][O:31][CH2:30][CH2:29]1. No catalyst specified. The product is [O:31]1[CH2:32][CH2:33][CH:28]([NH:27][C:4]([C:6]2[N:7]=[N:8][C:9]([O:12][CH2:13][C:14]3[C:15]([C:20]4[CH:21]=[CH:22][C:23]([F:26])=[CH:24][CH:25]=4)=[N:16][O:17][C:18]=3[CH3:19])=[CH:10][CH:11]=2)=[O:5])[CH2:29][CH2:30]1. The yield is 0.730. (2) The reactants are Br[C:2]1[C:3](=[O:11])[N:4]([CH3:10])[C:5](=[O:9])[N:6]([CH3:8])[N:7]=1.[F:12][C:13]([F:27])([F:26])[C:14]1[CH:15]=[C:16]([N:20]2[CH2:25][CH2:24][NH:23][CH2:22][CH2:21]2)[CH:17]=[CH:18][CH:19]=1. No catalyst specified. The product is [CH2:3]([OH:11])[CH2:2][CH2:13][CH3:14].[CH3:8][N:6]1[C:5](=[O:9])[N:4]([CH3:10])[C:3](=[O:11])[C:2]([N:23]2[CH2:22][CH2:21][N:20]([C:16]3[CH:17]=[CH:18][CH:19]=[C:14]([C:13]([F:26])([F:27])[F:12])[CH:15]=3)[CH2:25][CH2:24]2)=[N:7]1. The yield is 0.630. (3) The reactants are [P:1]([O:39]C)([O:37]C)([O:3][CH2:4][CH2:5][C@@H:6]([NH:23][C:24]([C:26]1[CH:31]=[CH:30][C:29]([O:32][CH:33]([CH3:35])[CH3:34])=[C:28]([Cl:36])[CH:27]=1)=[O:25])[CH2:7][C:8]1[CH:13]=[CH:12][C:11]([C:14]2[N:15]=[C:16]([C:20](=[O:22])[CH3:21])[N:17]([CH3:19])[CH:18]=2)=[CH:10][CH:9]=1)=[O:2]. The catalyst is Br.CC(O)=O. The product is [P:1]([OH:37])([OH:39])([O:3][CH2:4][CH2:5][C@@H:6]([NH:23][C:24]([C:26]1[CH:31]=[CH:30][C:29]([O:32][CH:33]([CH3:35])[CH3:34])=[C:28]([Cl:36])[CH:27]=1)=[O:25])[CH2:7][C:8]1[CH:13]=[CH:12][C:11]([C:14]2[N:15]=[C:16]([C:20](=[O:22])[CH3:21])[N:17]([CH3:19])[CH:18]=2)=[CH:10][CH:9]=1)=[O:2]. The yield is 0.190. (4) The reactants are [C:1]([OH:4])(=[O:3])[CH3:2].[CH2:5]([O:12][C:13]1[CH:14]=[C:15]([CH2:19][CH2:20][CH2:21][CH2:22][NH:23][CH2:24][CH2:25][CH2:26][CH2:27]O)[CH:16]=[CH:17][CH:18]=1)[C:6]1[CH:11]=[CH:10][CH:9]=[CH:8][CH:7]=1. The catalyst is O. The product is [C:1]([O:4][CH2:27][CH2:26][CH2:25][CH2:24][NH:23][CH2:22][CH2:21][CH2:20][CH2:19][C:15]1[CH:16]=[CH:17][CH:18]=[C:13]([O:12][CH2:5][C:6]2[CH:7]=[CH:8][CH:9]=[CH:10][CH:11]=2)[CH:14]=1)(=[O:3])[CH3:2]. The yield is 0.880. (5) The reactants are [Cl:1][C:2]1[C:7]([Cl:8])=[CH:6][C:5]([C:9](=[O:11])[CH3:10])=[C:4]([OH:12])[CH:3]=1.[I:13]N1C(=O)CCC1=O. The catalyst is C(O)(=O)C. The product is [Cl:1][C:2]1[C:7]([Cl:8])=[CH:6][C:5]([C:9](=[O:11])[CH3:10])=[C:4]([OH:12])[C:3]=1[I:13]. The yield is 0.460. (6) The reactants are [C:1]([O:5][C:6]([N:8]1[CH2:12][CH2:11][CH2:10][CH:9]1[C:13]1[NH:14][C:15]([C:18]2[CH:19]=[CH:20][C:21]3[C:25]4[CH:26]=[CH:27][C:28](Br)=[CH:29][C:24]=4[S:23][C:22]=3[CH:31]=2)=[CH:16][N:17]=1)=[O:7])([CH3:4])([CH3:3])[CH3:2].C(OC([N:39]1[CH:44]([C:45]2[NH:49][C:48]3[CH:50]=[C:51](B4OC(C)(C)C(C)(C)O4)[CH:52]=[CH:53][C:47]=3[N:46]=2)[CH:43]2[CH2:63][CH:40]1[CH2:41][CH2:42]2)=O)(C)(C)C.[C:64](=[O:67])([O-:66])[O-].[K+].[K+]. The catalyst is COCCOC.C(OCC)(=O)C.C1C=CC(P(C2C=CC=CC=2)[C-]2C=CC=C2)=CC=1.C1C=CC(P(C2C=CC=CC=2)[C-]2C=CC=C2)=CC=1.Cl[Pd]Cl.[Fe+2].C1C=CC([P]([Pd]([P](C2C=CC=CC=2)(C2C=CC=CC=2)C2C=CC=CC=2)([P](C2C=CC=CC=2)(C2C=CC=CC=2)C2C=CC=CC=2)[P](C2C=CC=CC=2)(C2C=CC=CC=2)C2C=CC=CC=2)(C2C=CC=CC=2)C2C=CC=CC=2)=CC=1. The product is [C:1]([O:66][C:64]([N:39]1[CH:44]([C:45]2[NH:46][C:47]3[CH:53]=[C:52]([C:28]4[CH:27]=[CH:26][C:25]5[C:21]6[CH:20]=[CH:19][C:18]([C:15]7[NH:14][C:13]([CH:9]8[CH2:10][CH2:11][CH2:12][N:8]8[C:6]([O:5][C:1]([CH3:4])([CH3:3])[CH3:2])=[O:7])=[N:17][CH:16]=7)=[CH:31][C:22]=6[S:23][C:24]=5[CH:29]=4)[CH:51]=[CH:50][C:48]=3[N:49]=2)[CH:43]2[CH2:63][CH:40]1[CH2:41][CH2:42]2)=[O:67])([CH3:4])([CH3:3])[CH3:2]. The yield is 0.700. (7) The reactants are Br[C:2]1[CH:7]=[CH:6][N:5]=[C:4]2[N:8]([C:12]3[CH:17]=[CH:16][C:15]([O:18][CH3:19])=[CH:14][CH:13]=3)[N:9]=[C:10]([CH3:11])[C:3]=12.[C:20]([Cu])#[N:21]. The catalyst is CN(C=O)C.O. The product is [CH3:19][O:18][C:15]1[CH:16]=[CH:17][C:12]([N:8]2[C:4]3[N:5]=[CH:6][CH:7]=[C:2]([C:20]#[N:21])[C:3]=3[C:10]([CH3:11])=[N:9]2)=[CH:13][CH:14]=1. The yield is 0.900.